From a dataset of Forward reaction prediction with 1.9M reactions from USPTO patents (1976-2016). Predict the product of the given reaction. (1) Given the reactants [N:1]1[CH:6]=[CH:5][CH:4]=[CH:3][C:2]=1[C:7](=[O:16])[CH2:8][C:9](=O)[C:10]([O:12][CH2:13][CH3:14])=[O:11].[NH:17]([C:19]1[CH:20]=[CH:21][C:22]([O:25][CH3:26])=[N:23][CH:24]=1)[NH2:18], predict the reaction product. The product is: [OH:16][C:7]1([C:2]2[CH:3]=[CH:4][CH:5]=[CH:6][N:1]=2)[N:17]([C:19]2[CH:24]=[N:23][C:22]([O:25][CH3:26])=[CH:21][CH:20]=2)[N:18]=[C:9]([C:10]([O:12][CH2:13][CH3:14])=[O:11])[CH2:8]1. (2) The product is: [CH3:17][O:11][C:10]([CH:2]1[CH2:3][C:4]2[C:9](=[CH:8][CH:7]=[CH:6][CH:5]=2)[NH:1]1)=[O:12]. Given the reactants [NH:1]1[C:9]2[C:4](=[CH:5][CH:6]=[CH:7][CH:8]=2)[CH2:3][CH:2]1[C:10]([OH:12])=[O:11].S(Cl)(Cl)=O.[CH3:17]O, predict the reaction product. (3) Given the reactants [CH3:1][C:2]1[C:7](=[O:8])[N:6]2[CH2:9][CH2:10][CH2:11][C:5]2=[N:4][C:3]=1[C:12]([F:15])([F:14])[F:13].[Br:16]N1C(=O)CCC1=O.N(C(C)(C)C#N)=NC(C)(C)C#N, predict the reaction product. The product is: [Br:16][CH2:1][C:2]1[C:7](=[O:8])[N:6]2[CH2:9][CH2:10][CH2:11][C:5]2=[N:4][C:3]=1[C:12]([F:15])([F:13])[F:14]. (4) Given the reactants Br[C:2]1[CH:3]=[C:4]([CH:6]=[CH:7][CH:8]=1)[NH2:5].[CH:9]1([S:12]([O-:14])=[O:13])[CH2:11][CH2:10]1.[Na+].N1CCC[C@H]1C(O)=O.[OH-].[Na+], predict the reaction product. The product is: [CH:9]1([S:12]([C:2]2[CH:3]=[C:4]([CH:6]=[CH:7][CH:8]=2)[NH2:5])(=[O:14])=[O:13])[CH2:11][CH2:10]1. (5) Given the reactants [CH2:1]([O:8][C:9]1[C:10]([N+:18]([O-:20])=[O:19])=[C:11]([CH:15]=[CH:16][CH:17]=1)[CH:12]=[N:13]O)[C:2]1[CH:7]=[CH:6][CH:5]=[CH:4][CH:3]=1.S(Cl)(Cl)=O, predict the reaction product. The product is: [CH2:1]([O:8][C:9]1[C:10]([N+:18]([O-:20])=[O:19])=[C:11]([CH:15]=[CH:16][CH:17]=1)[C:12]#[N:13])[C:2]1[CH:3]=[CH:4][CH:5]=[CH:6][CH:7]=1. (6) Given the reactants [C:1]1([Li])[CH:6]=[CH:5][CH:4]=[CH:3][CH:2]=1.[C:8]1([C:14]2[C:27]3[C:18](=[C:19]4[C:24](=[CH:25][CH:26]=3)[C:23]([C:28]3[CH:33]=[CH:32][CH:31]=[CH:30][CH:29]=3)=[CH:22][CH:21]=[N:20]4)[N:17]=[CH:16][CH:15]=2)[CH:13]=[CH:12][CH:11]=[CH:10][CH:9]=1, predict the reaction product. The product is: [C:1]1([C:16]2[CH:15]=[C:14]([C:8]3[CH:13]=[CH:12][CH:11]=[CH:10][CH:9]=3)[C:27]3[C:18](=[C:19]4[C:24](=[CH:25][CH:26]=3)[C:23]([C:28]3[CH:29]=[CH:30][CH:31]=[CH:32][CH:33]=3)=[CH:22][C:21]([C:1]3[CH:6]=[CH:5][CH:4]=[CH:3][CH:2]=3)=[N:20]4)[N:17]=2)[CH:6]=[CH:5][CH:4]=[CH:3][CH:2]=1. (7) Given the reactants [Br:1][C:2]1[CH:7]=[CH:6][C:5]([CH:8]([NH:10][S:11]([CH2:14][CH3:15])(=[O:13])=[O:12])[CH3:9])=[CH:4][CH:3]=1.Cl.[N:17]1[CH:22]=[CH:21][CH:20]=[C:19]([CH2:23]Cl)[CH:18]=1.C(=O)([O-])[O-].[K+].[K+], predict the reaction product. The product is: [Br:1][C:2]1[CH:3]=[CH:4][C:5]([CH:8]([N:10]([CH2:23][C:19]2[CH:18]=[N:17][CH:22]=[CH:21][CH:20]=2)[S:11]([CH2:14][CH3:15])(=[O:13])=[O:12])[CH3:9])=[CH:6][CH:7]=1. (8) Given the reactants Br[C:2]1[CH:3]=[CH:4][C:5]([N:8]2[CH2:12][CH2:11][CH:10]([NH:13][CH:14]3[CH2:18][CH2:17][CH2:16][CH2:15]3)[CH2:9]2)=[N:6][CH:7]=1.[Cl:19][C:20]1[CH:21]=[CH:22][C:23]([CH2:26][O:27][C:28]2[CH:33]=[CH:32][NH:31][C:30](=[O:34])[CH:29]=2)=[N:24][CH:25]=1.[Na+].[I-].C([O-])([O-])=O.[K+].[K+].[C@@H]1(N)CCCC[C@H]1N, predict the reaction product. The product is: [Cl:19][C:20]1[CH:21]=[CH:22][C:23]([CH2:26][O:27][C:28]2[CH:33]=[CH:32][N:31]([C:2]3[CH:7]=[N:6][C:5]([N:8]4[CH2:12][CH2:11][CH:10]([NH:13][CH:14]5[CH2:18][CH2:17][CH2:16][CH2:15]5)[CH2:9]4)=[CH:4][CH:3]=3)[C:30](=[O:34])[CH:29]=2)=[N:24][CH:25]=1.